Dataset: NCI-60 drug combinations with 297,098 pairs across 59 cell lines. Task: Regression. Given two drug SMILES strings and cell line genomic features, predict the synergy score measuring deviation from expected non-interaction effect. (1) Drug 1: CC(C1=C(C=CC(=C1Cl)F)Cl)OC2=C(N=CC(=C2)C3=CN(N=C3)C4CCNCC4)N. Drug 2: CCC1=CC2CC(C3=C(CN(C2)C1)C4=CC=CC=C4N3)(C5=C(C=C6C(=C5)C78CCN9C7C(C=CC9)(C(C(C8N6C)(C(=O)OC)O)OC(=O)C)CC)OC)C(=O)OC.C(C(C(=O)O)O)(C(=O)O)O. Cell line: NCI-H522. Synergy scores: CSS=68.5, Synergy_ZIP=19.3, Synergy_Bliss=19.5, Synergy_Loewe=7.94, Synergy_HSA=19.8. (2) Drug 1: CC1C(C(=O)NC(C(=O)N2CCCC2C(=O)N(CC(=O)N(C(C(=O)O1)C(C)C)C)C)C(C)C)NC(=O)C3=C4C(=C(C=C3)C)OC5=C(C(=O)C(=C(C5=N4)C(=O)NC6C(OC(=O)C(N(C(=O)CN(C(=O)C7CCCN7C(=O)C(NC6=O)C(C)C)C)C)C(C)C)C)N)C. Drug 2: C(CC(=O)O)C(=O)CN.Cl. Cell line: RPMI-8226. Synergy scores: CSS=44.9, Synergy_ZIP=9.10, Synergy_Bliss=9.62, Synergy_Loewe=1.82, Synergy_HSA=13.5. (3) Drug 2: CC1=C2C(C(=O)C3(C(CC4C(C3C(C(C2(C)C)(CC1OC(=O)C(C(C5=CC=CC=C5)NC(=O)OC(C)(C)C)O)O)OC(=O)C6=CC=CC=C6)(CO4)OC(=O)C)OC)C)OC. Cell line: HOP-62. Drug 1: C1CCC(C1)C(CC#N)N2C=C(C=N2)C3=C4C=CNC4=NC=N3. Synergy scores: CSS=57.4, Synergy_ZIP=21.7, Synergy_Bliss=22.6, Synergy_Loewe=-5.79, Synergy_HSA=21.8.